This data is from Forward reaction prediction with 1.9M reactions from USPTO patents (1976-2016). The task is: Predict the product of the given reaction. (1) Given the reactants [Cl:1][C:2]1[CH:3]=[C:4]([C:10]2[C:11]([CH3:26])=[N:12][N:13]([CH2:16][C:17]3[CH:18]=[CH:19][C:20]([C:23](O)=[O:24])=[N:21][CH:22]=3)[C:14]=2[CH3:15])[CH:5]=[CH:6][C:7]=1[C:8]#[N:9].S(Cl)(Cl)=O.[CH3:31][N:32](C=O)[CH3:33], predict the reaction product. The product is: [Cl:1][C:2]1[CH:3]=[C:4]([C:10]2[C:11]([CH3:26])=[N:12][N:13]([CH2:16][C:17]3[CH:18]=[CH:19][C:20]([C:23]([N:32]([CH3:33])[CH3:31])=[O:24])=[N:21][CH:22]=3)[C:14]=2[CH3:15])[CH:5]=[CH:6][C:7]=1[C:8]#[N:9]. (2) Given the reactants C([C@@H]1NC2C(=CC=CC=2)NC1=O)C1C=CC=CC=1.[C:19]1([C:52]2[CH:57]=[CH:56][CH:55]=[CH:54][CH:53]=2)[CH:24]=[CH:23][C:22]([S:25]([NH:28][CH2:29][CH2:30][CH2:31][CH2:32][NH:33][C:34](=[O:51])[CH2:35][S:36][C:37]2[CH:42]=[CH:41][C:40]([NH:43]C(=O)OC(C)(C)C)=[CH:39][CH:38]=2)(=[O:27])=[O:26])=[CH:21][CH:20]=1, predict the reaction product. The product is: [NH2:43][C:40]1[CH:39]=[CH:38][C:37]([S:36][CH2:35][C:34]([NH:33][CH2:32][CH2:31][CH2:30][CH2:29][NH:28][S:25]([C:22]2[CH:21]=[CH:20][C:19]([C:52]3[CH:53]=[CH:54][CH:55]=[CH:56][CH:57]=3)=[CH:24][CH:23]=2)(=[O:27])=[O:26])=[O:51])=[CH:42][CH:41]=1. (3) The product is: [NH2:23][C:15]1[CH:16]=[C:17]([CH:21]=[CH:22][C:14]=1[O:13][C:12]1[CH:26]=[CH:27][C:9]([O:8][CH2:1][C:2]2[CH:3]=[CH:4][CH:5]=[CH:6][CH:7]=2)=[CH:10][CH:11]=1)[C:18]([OH:20])=[O:19]. Given the reactants [CH2:1]([O:8][C:9]1[CH:27]=[CH:26][C:12]([O:13][C:14]2[CH:22]=[CH:21][C:17]([C:18]([OH:20])=[O:19])=[CH:16][C:15]=2[N+:23]([O-])=O)=[CH:11][CH:10]=1)[C:2]1[CH:7]=[CH:6][CH:5]=[CH:4][CH:3]=1.[Cl-].[NH4+].O, predict the reaction product. (4) Given the reactants [CH3:1][Li].Br[C:4]1[N:8]([C:9]2[C:14]([Cl:15])=[CH:13][C:12]([C:16]([F:19])([F:18])[F:17])=[CH:11][C:10]=2[Cl:20])[N:7]=[C:6]([C:21]#[N:22])[C:5]=1[S:23][CH3:24].CI, predict the reaction product. The product is: [Cl:20][C:10]1[CH:11]=[C:12]([C:16]([F:19])([F:18])[F:17])[CH:13]=[C:14]([Cl:15])[C:9]=1[N:8]1[C:4]([CH3:1])=[C:5]([S:23][CH3:24])[C:6]([C:21]#[N:22])=[N:7]1. (5) Given the reactants Br[C:2]1[S:6][C:5]([C:7]([NH2:9])=[O:8])=[C:4]([NH:10][CH2:11][C:12]2[CH:17]=[CH:16][CH:15]=[C:14]([N+:18]([O-:20])=[O:19])[CH:13]=2)[CH:3]=1.CO[C:23](OC)([CH3:25])[CH3:24].CC1(C)C2(CS(O)(=O)=O)C(CC1CC2)=O.[O-]S([O-])(=O)=O.[Mg+2].C(=O)([O-])O.[Na+].[CH3:54][C:55]1[C:59](B2OC(C)(C)C(C)(C)O2)=[CH:58][N:57](C(OC(C)(C)C)=O)[N:56]=1.C(=O)([O-])[O-].[Na+].[Na+], predict the reaction product. The product is: [CH3:24][C:23]1([CH3:25])[N:10]([CH2:11][C:12]2[CH:17]=[CH:16][CH:15]=[C:14]([N+:18]([O-:20])=[O:19])[CH:13]=2)[C:4]2[CH:3]=[C:2]([C:59]3[CH:58]=[N:57][NH:56][C:55]=3[CH3:54])[S:6][C:5]=2[C:7](=[O:8])[NH:9]1.